This data is from Reaction yield outcomes from USPTO patents with 853,638 reactions. The task is: Predict the reaction yield, written as a fraction of the theoretical maximum amount of product (1.0 means a 100% yield; for example, 0.34 means a 34% yield). The reactants are Cl.Cl.[CH3:3][C:4]1[CH:9]=[CH:8][C:7]([N:10]2[CH2:15][CH2:14][NH:13][CH2:12][CH2:11]2)=[CH:6][CH:5]=1.CCN(CC)CC.[CH:23]1([C:28](Cl)=[O:29])[CH2:27][CH2:26][CH2:25][CH2:24]1. The catalyst is C(Cl)Cl. The product is [CH:23]1([C:28]([CH:11]2[CH2:12][NH:13][CH2:14][CH2:15][N:10]2[C:7]2[CH:6]=[CH:5][C:4]([CH3:3])=[CH:9][CH:8]=2)=[O:29])[CH2:27][CH2:26][CH2:25][CH2:24]1. The yield is 0.980.